Dataset: Full USPTO retrosynthesis dataset with 1.9M reactions from patents (1976-2016). Task: Predict the reactants needed to synthesize the given product. Given the product [C:41]([C:12](=[CH:11][C:10]([CH3:44])([CH3:43])[CH2:9][OH:8])[C:13]([N:15]1[CH2:19][CH2:18][CH2:17][C@@H:16]1[CH2:20][N:21]1[C:25]2[CH:26]=[CH:27][CH:28]=[CH:29][C:24]=2[N:23]=[C:22]1[NH:30][C:31]([C:33]1[S:34][C:35]([CH:38]([F:40])[F:39])=[CH:36][CH:37]=1)=[O:32])=[O:14])#[N:42], predict the reactants needed to synthesize it. The reactants are: [Si]([O:8][CH2:9][C:10]([CH3:44])([CH3:43])[CH:11]=[C:12]([C:41]#[N:42])[C:13]([N:15]1[CH2:19][CH2:18][CH2:17][C@@H:16]1[CH2:20][N:21]1[C:25]2[CH:26]=[CH:27][CH:28]=[CH:29][C:24]=2[N:23]=[C:22]1[NH:30][C:31]([C:33]1[S:34][C:35]([CH:38]([F:40])[F:39])=[CH:36][CH:37]=1)=[O:32])=[O:14])(C(C)(C)C)(C)C.Cl.